Dataset: NCI-60 drug combinations with 297,098 pairs across 59 cell lines. Task: Regression. Given two drug SMILES strings and cell line genomic features, predict the synergy score measuring deviation from expected non-interaction effect. Drug 1: CCCS(=O)(=O)NC1=C(C(=C(C=C1)F)C(=O)C2=CNC3=C2C=C(C=N3)C4=CC=C(C=C4)Cl)F. Drug 2: CC1=C2C(C(=O)C3(C(CC4C(C3C(C(C2(C)C)(CC1OC(=O)C(C(C5=CC=CC=C5)NC(=O)OC(C)(C)C)O)O)OC(=O)C6=CC=CC=C6)(CO4)OC(=O)C)OC)C)OC. Cell line: RPMI-8226. Synergy scores: CSS=64.1, Synergy_ZIP=1.20, Synergy_Bliss=1.24, Synergy_Loewe=-22.6, Synergy_HSA=0.194.